Dataset: Catalyst prediction with 721,799 reactions and 888 catalyst types from USPTO. Task: Predict which catalyst facilitates the given reaction. Reactant: [NH:1]1[C:10]2[C:5](=[CH:6][CH:7]=[CH:8][CH:9]=2)C=[CH:3][C:2]1=O.[C:12](=[O:15])([O-])[O-].[Cs+].[Cs+].[CH3:18]N(C=O)C.IC. Product: [CH3:18][C:2]1[NH:1][C:10]2[C:9]([C:12](=[O:15])[CH:3]=1)=[CH:8][CH:7]=[CH:6][CH:5]=2. The catalyst class is: 22.